Dataset: Reaction yield outcomes from USPTO patents with 853,638 reactions. Task: Predict the reaction yield, written as a fraction of the theoretical maximum amount of product (1.0 means a 100% yield; for example, 0.34 means a 34% yield). (1) The reactants are [F:1][C:2]1[CH:7]=[CH:6][C:5]([N:8]2[C:12](=[O:13])[C:11]([C:14]([O:16]CC)=[O:15])=[CH:10][N:9]2[CH3:19])=[CH:4][CH:3]=1.CO.[OH-].[Na+]. The catalyst is O1CCCC1. The product is [F:1][C:2]1[CH:3]=[CH:4][C:5]([N:8]2[C:12](=[O:13])[C:11]([C:14]([OH:16])=[O:15])=[CH:10][N:9]2[CH3:19])=[CH:6][CH:7]=1. The yield is 0.790. (2) The reactants are O[CH2:2][CH2:3][CH2:4][C:5]1[C:6]([CH:18]([CH3:20])[CH3:19])=[N:7][N:8]([C:10]2[N:15]=[N:14]C(C#N)=CC=2)[CH:9]=1.[OH:21][C:22]1[C:27]([O:28][CH3:29])=[CH:26][CH:25]=[CH:24][C:23]=1[CH2:30][C:31]([O:33][CH3:34])=[O:32].C(P(CCCC)CCCC)CCC.N(C(N1CCCCC1)=O)=NC(N1CCCCC1)=[O:51].[O:66]1[CH2:70][CH2:69][CH2:68][CH2:67]1. No catalyst specified. The product is [CH3:29][O:28][C:27]1[CH:26]=[CH:25][CH:24]=[C:23]([CH2:30][C:31]([O:33][CH3:34])=[O:32])[C:22]=1[O:21][CH2:2][CH2:3][CH2:4][C:5]1[C:6]([CH:18]([CH3:19])[CH3:20])=[N:7][N:8]([C:10]2[N:15]=[N:14][C:69]([C:70]([OH:66])=[O:51])=[CH:68][CH:67]=2)[CH:9]=1. The yield is 0.320. (3) The reactants are [CH2:1]([O:3][C:4](=[O:33])[CH:5]=[C:6]([N:13]1[C:21]2[C:16](=[CH:17][C:18]([O:22][CH2:23][CH2:24][O:25]CC3C=CC=CC=3)=[CH:19][CH:20]=2)[CH:15]=[CH:14]1)[C:7]1[CH:12]=[CH:11][CH:10]=[CH:9][CH:8]=1)[CH3:2]. The catalyst is C(OCC)(=O)C.CO.[Pd]. The product is [CH2:1]([O:3][C:4](=[O:33])[CH2:5][CH:6]([N:13]1[C:21]2[C:16](=[CH:17][C:18]([O:22][CH2:23][CH2:24][OH:25])=[CH:19][CH:20]=2)[CH:15]=[CH:14]1)[C:7]1[CH:8]=[CH:9][CH:10]=[CH:11][CH:12]=1)[CH3:2]. The yield is 0.800.